From a dataset of Full USPTO retrosynthesis dataset with 1.9M reactions from patents (1976-2016). Predict the reactants needed to synthesize the given product. (1) Given the product [Br-:1].[CH2:25]([O:32][C:33]1[CH:34]=[CH:35][C:36]([CH2:39][C:40]([NH:2][CH2:3][CH2:4][CH2:5][CH2:6][CH2:7][N+:8]([CH2:11][CH2:12][NH:13][C:14]([C:16]2[C:21]([NH2:22])=[N:20][C:19]([NH2:23])=[C:18]([Cl:24])[N:17]=2)=[O:15])([CH3:9])[CH3:10])=[O:41])=[CH:37][CH:38]=1)[C:26]1[CH:27]=[CH:28][CH:29]=[CH:30][CH:31]=1, predict the reactants needed to synthesize it. The reactants are: [Br-:1].[NH2:2][CH2:3][CH2:4][CH2:5][CH2:6][CH2:7][N+:8]([CH2:11][CH2:12][NH:13][C:14]([C:16]1[C:21]([NH2:22])=[N:20][C:19]([NH2:23])=[C:18]([Cl:24])[N:17]=1)=[O:15])([CH3:10])[CH3:9].[CH2:25]([O:32][C:33]1[CH:38]=[CH:37][C:36]([CH2:39][C:40](O)=[O:41])=[CH:35][CH:34]=1)[C:26]1[CH:31]=[CH:30][CH:29]=[CH:28][CH:27]=1.CN1CCOCC1.C1CCC(N=C=NC2CCCCC2)CC1.C1C=CC2N(O)N=NC=2C=1. (2) Given the product [CH3:1][N:2]([CH3:9])[CH2:3][CH:4]=[CH:5][C:6]([N:34]1[CH2:39][CH2:38][CH2:37][CH:36]([N:40]2[C:44]3[CH:45]=[CH:46][CH:47]=[CH:48][C:43]=3[N:42]=[C:41]2[NH:49][C:50]([C:52]2[S:53][C:54]([C:57]3[CH:58]=[N:59][NH:60][CH:61]=3)=[CH:55][CH:56]=2)=[O:51])[CH2:35]1)=[O:7], predict the reactants needed to synthesize it. The reactants are: [CH3:1][N:2]([CH3:9])[CH2:3][CH:4]=[CH:5][C:6](O)=[O:7].CN(C(ON1N=NC2C=CC=NC1=2)=[N+](C)C)C.F[P-](F)(F)(F)(F)F.[NH:34]1[CH2:39][CH2:38][CH2:37][CH:36]([N:40]2[C:44]3[CH:45]=[CH:46][CH:47]=[CH:48][C:43]=3[N:42]=[C:41]2[NH:49][C:50]([C:52]2[S:53][C:54]([C:57]3[CH:58]=[N:59][NH:60][CH:61]=3)=[CH:55][CH:56]=2)=[O:51])[CH2:35]1.CCN(C(C)C)C(C)C. (3) Given the product [C:1]([O:6][CH2:7][CH2:8][NH:9][C:10]([N:15]1[CH:16]=[C:17]([CH3:18])[C:13]([CH3:12])=[N:14]1)=[O:11])(=[O:5])[C:2]([CH3:4])=[CH2:3], predict the reactants needed to synthesize it. The reactants are: [C:1]([O:6][CH2:7][CH2:8][N:9]=[C:10]=[O:11])(=[O:5])[C:2]([CH3:4])=[CH2:3].[CH3:12][C:13]1[C:17]([CH3:18])=[CH:16][NH:15][N:14]=1. (4) The reactants are: [NH:1]1[CH:5]=[CH:4][CH:3]=[N:2]1.[H-].[Na+].Cl[C:9]1[CH:30]=[CH:29][C:12]([C:13]([NH:15][C:16]2[CH:21]=[CH:20][C:19]([Cl:22])=[C:18]([C:23]3[CH:28]=[CH:27][CH:26]=[CH:25][N:24]=3)[CH:17]=2)=[O:14])=[C:11]([CH3:31])[N:10]=1. Given the product [Cl:22][C:19]1[CH:20]=[CH:21][C:16]([NH:15][C:13](=[O:14])[C:12]2[CH:29]=[CH:30][C:9]([N:1]3[CH:5]=[CH:4][CH:3]=[N:2]3)=[N:10][C:11]=2[CH3:31])=[CH:17][C:18]=1[C:23]1[CH:28]=[CH:27][CH:26]=[CH:25][N:24]=1, predict the reactants needed to synthesize it. (5) Given the product [CH2:1]([O:4][C:5]1[CH:6]=[C:7]([CH:27]=[CH:28][C:29]=1[Br:30])[O:8][C:9]1[CH:26]=[CH:25][C:12]([CH2:13][N:14]([CH2:31][C:32]2[CH:37]=[CH:36][CH:35]=[CH:34][CH:33]=2)[C:15]2[CH:20]=[CH:19][CH:18]=[C:17]([N+:21]([O-:23])=[O:22])[C:16]=2[CH3:24])=[CH:11][CH:10]=1)[CH:2]=[CH2:3], predict the reactants needed to synthesize it. The reactants are: [CH2:1]([O:4][C:5]1[CH:6]=[C:7]([CH:27]=[CH:28][C:29]=1[Br:30])[O:8][C:9]1[CH:26]=[CH:25][C:12]([CH2:13][NH:14][C:15]2[CH:20]=[CH:19][CH:18]=[C:17]([N+:21]([O-:23])=[O:22])[C:16]=2[CH3:24])=[CH:11][CH:10]=1)[CH:2]=[CH2:3].[CH2:31](Br)[C:32]1[CH:37]=[CH:36][CH:35]=[CH:34][CH:33]=1. (6) Given the product [Br:9][C:10]1[CH:11]=[C:12]([C:13]2[N:15]=[C:2]([C:3]([O:5][CH2:6][CH3:7])=[O:4])[O:8][N:14]=2)[CH:17]=[C:18]([Br:21])[C:19]=1[OH:20], predict the reactants needed to synthesize it. The reactants are: Cl[C:2](=[O:8])[C:3]([O:5][CH2:6][CH3:7])=[O:4].[Br:9][C:10]1[CH:11]=[C:12]([CH:17]=[C:18]([Br:21])[C:19]=1[OH:20])[C:13](=[N:15]O)[NH2:14]. (7) Given the product [CH3:1][C:2]1[C:3]([N:24]2[S:30](=[O:32])(=[O:33])[NH:31][C:26](=[O:28])[CH2:25]2)=[CH:4][S:5][C:6]=1[C:7]1[CH:12]=[CH:11][CH:10]=[C:9]([NH:13][CH:14]2[CH:19]([CH3:37])[CH:18]([CH3:20])[CH2:17][C:16]([CH3:22])([CH3:23])[CH2:15]2)[CH:8]=1, predict the reactants needed to synthesize it. The reactants are: [CH3:1][C:2]1[C:3]([N:24]([S:30](=[O:33])(=[O:32])[NH2:31])[CH2:25][C:26]([O:28]C)=O)=[CH:4][S:5][C:6]=1[C:7]1[CH:12]=[CH:11][CH:10]=[C:9]([NH:13][CH:14]2[CH2:19][C:18](C)([CH3:20])[CH2:17][C:16]([CH3:23])([CH3:22])[CH2:15]2)[CH:8]=1.[H-].[Na+].Cl.[CH2:37]1COCC1. (8) Given the product [F:75][C@@:2]1([C:29]2[CH:34]=[CH:33][CH:32]=[CH:31][CH:30]=2)[CH2:6][N:5]([CH2:7][CH2:8][O:9][CH3:10])[CH2:4][C@H:3]1[NH:11][C:12]([NH:14][C:15]1[N:19]([C:20]2[CH:25]=[CH:24][CH:23]=[CH:22][CH:21]=2)[N:18]=[C:17]2[CH2:26][CH2:27][CH2:28][C:16]=12)=[O:13].[F:75][C@:36]1([C:63]2[CH:68]=[CH:67][CH:66]=[CH:65][CH:64]=2)[CH2:40][N:39]([CH2:41][CH2:42][O:43][CH3:44])[CH2:38][C@H:37]1[NH:45][C:46]([NH:48][C:49]1[N:53]([C:54]2[CH:59]=[CH:58][CH:57]=[CH:56][CH:55]=2)[N:52]=[C:51]2[CH2:60][CH2:61][CH2:62][C:50]=12)=[O:47], predict the reactants needed to synthesize it. The reactants are: O[C@@:2]1([C:29]2[CH:34]=[CH:33][CH:32]=[CH:31][CH:30]=2)[CH2:6][N:5]([CH2:7][CH2:8][O:9][CH3:10])[CH2:4][C@H:3]1[NH:11][C:12]([NH:14][C:15]1[N:19]([C:20]2[CH:25]=[CH:24][CH:23]=[CH:22][CH:21]=2)[N:18]=[C:17]2[CH2:26][CH2:27][CH2:28][C:16]=12)=[O:13].O[C@:36]1([C:63]2[CH:68]=[CH:67][CH:66]=[CH:65][CH:64]=2)[CH2:40][N:39]([CH2:41][CH2:42][O:43][CH3:44])[CH2:38][C@H:37]1[NH:45][C:46]([NH:48][C:49]1[N:53]([C:54]2[CH:59]=[CH:58][CH:57]=[CH:56][CH:55]=2)[N:52]=[C:51]2[CH2:60][CH2:61][CH2:62][C:50]=12)=[O:47].CCN(S(F)(F)[F:75])CC. (9) Given the product [NH2:1][C:2]1[C:3]([N+:10]([O-:12])=[O:11])=[CH:4][C:5]([CH:6]=[O:7])=[CH:8][C:9]=1[Br:13], predict the reactants needed to synthesize it. The reactants are: [NH2:1][C:2]1[CH:9]=[CH:8][C:5]([CH:6]=[O:7])=[CH:4][C:3]=1[N+:10]([O-:12])=[O:11].[Br:13]Br.C(O)(=O)C.